Dataset: Forward reaction prediction with 1.9M reactions from USPTO patents (1976-2016). Task: Predict the product of the given reaction. (1) Given the reactants C(=O)C1C=CC=CC=1.C(C1C=C(C=CC=1)C[NH:15][C:16]1[CH:17]=[C:18]2[C:23](=[CH:24][CH:25]=1)[N:22]=[C:21]([N:26]1[CH:30]=[C:29]([C:31]([OH:33])=[O:32])[CH:28]=[N:27]1)[NH:20][C:19]2=[O:34])#N.C(C1C=C(C=CC=1)CNC1C=C2C(=CC=1)N=C(N1C=C(C(O)=O)C=N1)NC2=O)(=O)N, predict the reaction product. The product is: [NH2:15][C:16]1[CH:17]=[C:18]2[C:23](=[CH:24][CH:25]=1)[N:22]=[C:21]([N:26]1[CH:30]=[C:29]([C:31]([OH:33])=[O:32])[CH:28]=[N:27]1)[NH:20][C:19]2=[O:34]. (2) Given the reactants [Cl:1][C:2]1[N:9]=[C:8]([NH:10][C:11]2[CH:15]=[C:14]([CH3:16])[NH:13][N:12]=2)[CH:7]=[C:6]([CH3:17])[C:3]=1[C:4]#[N:5].[N:18]1[CH:23]=[CH:22][CH:21]=[C:20]([O:24][CH2:25][CH2:26][NH2:27])[CH:19]=1.C(=O)([O-])O.[Na+].CS(C)=O, predict the reaction product. The product is: [ClH:1].[ClH:1].[N:18]1[CH:23]=[CH:22][CH:21]=[C:20]([O:24][CH2:25][CH2:26][NH:27][C:2]2[N:9]=[C:8]([NH:10][C:11]3[CH:15]=[C:14]([CH3:16])[NH:13][N:12]=3)[CH:7]=[C:6]([CH3:17])[C:3]=2[C:4]#[N:5])[CH:19]=1. (3) Given the reactants [N:1]1([S:7]([CH:10]=[CH:11][C:12]2[CH:17]=[CH:16][C:15]([C@@H:18]3[CH2:22][CH2:21][C:20](=[O:23])[CH2:19]3)=[CH:14][CH:13]=2)(=[O:9])=[O:8])[CH2:6][CH2:5][O:4][CH2:3][CH2:2]1, predict the reaction product. The product is: [N:1]1([S:7]([CH2:10][CH2:11][C:12]2[CH:17]=[CH:16][C:15]([C@@H:18]3[CH2:22][CH2:21][C:20](=[O:23])[CH2:19]3)=[CH:14][CH:13]=2)(=[O:9])=[O:8])[CH2:2][CH2:3][O:4][CH2:5][CH2:6]1. (4) Given the reactants [Cl:1][C:2]1[CH:7]=[CH:6][CH:5]=[C:4]([Cl:8])[C:3]=1[C:9]1[C:13]([CH2:14][O:15][C:16]2[CH:21]=[CH:20][C:19](B3OC(C)(C)C(C)(C)O3)=[CH:18][CH:17]=2)=[C:12]([CH:31]([CH3:33])[CH3:32])[O:11][N:10]=1.Br[C:35]1[CH:36]=[CH:37][C:38]2[S:42][C:41]([C:43]([OH:45])=[O:44])=[CH:40][C:39]=2[CH:46]=1.C(=O)([O-])[O-].[Na+].[Na+].Cl, predict the reaction product. The product is: [Cl:8][C:4]1[CH:5]=[CH:6][CH:7]=[C:2]([Cl:1])[C:3]=1[C:9]1[C:13]([CH2:14][O:15][C:16]2[CH:17]=[CH:18][C:19]([C:35]3[CH:36]=[CH:37][C:38]4[S:42][C:41]([C:43]([OH:45])=[O:44])=[CH:40][C:39]=4[CH:46]=3)=[CH:20][CH:21]=2)=[C:12]([CH:31]([CH3:33])[CH3:32])[O:11][N:10]=1. (5) Given the reactants C([Li])CCC.[F:6][C:7]1[CH:8]=[C:9]([CH2:15][C:16]([OH:18])=[O:17])[CH:10]=[C:11]([F:14])[C:12]=1[F:13].Br[CH2:20][CH2:21][Cl:22].Cl, predict the reaction product. The product is: [Cl:22][CH2:21][CH2:20][CH:15]([C:9]1[CH:8]=[C:7]([F:6])[C:12]([F:13])=[C:11]([F:14])[CH:10]=1)[C:16]([OH:18])=[O:17]. (6) Given the reactants [NH:1]([C:3]1[N:12]=[CH:11][CH:10]=[C:9]2[C:4]=1[CH:5]=[C:6]([C:28]1[CH:33]=[CH:32][CH:31]=[CH:30][CH:29]=1)[C:7]([C:13]1[CH:27]=[CH:26][C:16]([CH2:17][NH:18][C:19](=[O:25])[O:20][C:21]([CH3:24])([CH3:23])[CH3:22])=[CH:15][CH:14]=1)=[N:8]2)[NH2:2].CO.[C:36](OC)(OC)(OC)[CH3:37].O.C1(C)C=CC(S(O)(=O)=O)=CC=1, predict the reaction product. The product is: [CH3:36][C:37]1[N:12]2[C:3]([C:4]3[CH:5]=[C:6]([C:28]4[CH:29]=[CH:30][CH:31]=[CH:32][CH:33]=4)[C:7]([C:13]4[CH:14]=[CH:15][C:16]([CH2:17][NH:18][C:19](=[O:25])[O:20][C:21]([CH3:24])([CH3:23])[CH3:22])=[CH:26][CH:27]=4)=[N:8][C:9]=3[CH:10]=[CH:11]2)=[N:1][N:2]=1. (7) Given the reactants [OH:1][CH:2]([C:4]1[CH:9]=[CH:8][CH:7]=[CH:6][C:5]=1[C:10]1[CH:15]=[CH:14][C:13]([C:16]([N:18]2[C:24]3[CH:25]=[CH:26][CH:27]=[CH:28][C:23]=3[CH2:22][N:21]3[C:29]([C:32]([NH:34][CH2:35][C:36]4[CH:37]=[N:38][CH:39]=[CH:40][CH:41]=4)=[O:33])=[CH:30][CH:31]=[C:20]3[CH2:19]2)=[O:17])=[CH:12][CH:11]=1)[CH3:3].C(=O)([O-])[OH:43].[Na+].ClC1C=C(C=CC=1)C(OO)=O, predict the reaction product. The product is: [OH:1][CH:2]([C:4]1[CH:9]=[CH:8][CH:7]=[CH:6][C:5]=1[C:10]1[CH:11]=[CH:12][C:13]([C:16]([N:18]2[C:24]3[CH:25]=[CH:26][CH:27]=[CH:28][C:23]=3[CH2:22][N:21]3[C:29]([C:32]([NH:34][CH2:35][C:36]4[CH:37]=[N+:38]([O-:43])[CH:39]=[CH:40][CH:41]=4)=[O:33])=[CH:30][CH:31]=[C:20]3[CH2:19]2)=[O:17])=[CH:14][CH:15]=1)[CH3:3]. (8) Given the reactants [CH3:1][O:2][C:3](=[O:20])[C:4]1[CH:9]=[C:8]([C:10]#[C:11][Si](C)(C)C)[C:7]([N+:16]([O-:18])=[O:17])=[C:6]([F:19])[CH:5]=1.S(=O)(=O)(O)[OH:22], predict the reaction product. The product is: [CH3:1][O:2][C:3](=[O:20])[C:4]1[CH:5]=[C:6]([F:19])[C:7]([N+:16]([O-:18])=[O:17])=[C:8]([C:10](=[O:22])[CH3:11])[CH:9]=1.